Dataset: Forward reaction prediction with 1.9M reactions from USPTO patents (1976-2016). Task: Predict the product of the given reaction. Given the reactants [CH3:1][C:2]1([CH3:14])[C:6]([CH3:8])([CH3:7])[O:5][B:4]([C:9]2[CH:10]=[N:11][NH:12][CH:13]=2)[O:3]1.Br[CH2:16][CH3:17].C([O-])([O-])=O.[K+].[K+], predict the reaction product. The product is: [CH2:16]([N:12]1[CH:13]=[C:9]([B:4]2[O:5][C:6]([CH3:7])([CH3:8])[C:2]([CH3:14])([CH3:1])[O:3]2)[CH:10]=[N:11]1)[CH3:17].